Predict the product of the given reaction. From a dataset of Forward reaction prediction with 1.9M reactions from USPTO patents (1976-2016). (1) Given the reactants [F:1][C:2]1[CH:3]=[C:4]([CH:31]=[C:32]([F:34])[CH:33]=1)[CH2:5][C@H:6]([NH:22][C:23](=[O:30])[CH2:24][CH2:25][CH2:26][C:27]([OH:29])=[O:28])[C@H:7]([OH:21])[CH2:8][NH:9][C:10]1([C:13]2[CH:18]=[CH:17][CH:16]=[C:15]([CH2:19][CH3:20])[CH:14]=2)[CH2:12][CH2:11]1.[CH2:35](Cl)[CH2:36]Cl.[CH:39]1[CH:40]=C[C:42]2[N:47](O)N=[N:45][C:43]=2[CH:44]=1, predict the reaction product. The product is: [N:47]12[CH2:36][CH2:35][CH:44]([CH2:39][CH2:40]1)[C@@H:43]([NH:45][C:27](=[O:29])[CH2:26][CH2:25][CH2:24][C:23]([NH:22][C@@H:6]([CH2:5][C:4]1[CH:31]=[C:32]([F:34])[CH:33]=[C:2]([F:1])[CH:3]=1)[C@H:7]([OH:21])[CH2:8][NH:9][C:10]1([C:13]3[CH:18]=[CH:17][CH:16]=[C:15]([CH2:19][CH3:20])[CH:14]=3)[CH2:11][CH2:12]1)=[O:30])[CH2:42]2.[CH:27]([OH:29])=[O:28]. (2) Given the reactants [C:1]([C:3]1[S:7][C:6]([N:8]2[CH2:13][CH2:12][N:11]([C:14]([O:16][C:17]([CH3:20])([CH3:19])[CH3:18])=[O:15])[CH2:10][CH2:9]2)=[N:5][CH:4]=1)#[N:2].[N-:21]=[N+:22]=[N-:23].[Na+].[Cl-].[NH4+].Cl, predict the reaction product. The product is: [N:2]1[NH:21][N:22]=[N:23][C:1]=1[C:3]1[S:7][C:6]([N:8]2[CH2:13][CH2:12][N:11]([C:14]([O:16][C:17]([CH3:20])([CH3:19])[CH3:18])=[O:15])[CH2:10][CH2:9]2)=[N:5][CH:4]=1. (3) Given the reactants C(OC(=O)[NH:7][CH:8]1[CH2:13][CH2:12][CH2:11][N:10]([C:14]2[CH:15]=[N:16][C:17]([O:23][C:24]3[CH:29]=[CH:28][C:27]([O:30][C:31]4[CH:36]=[CH:35][CH:34]=[CH:33][CH:32]=4)=[CH:26][CH:25]=3)=[C:18]([C:20](=[O:22])[NH2:21])[CH:19]=2)[CH2:9]1)(C)(C)C.Cl, predict the reaction product. The product is: [NH2:7][CH:8]1[CH2:13][CH2:12][CH2:11][N:10]([C:14]2[CH:15]=[N:16][C:17]([O:23][C:24]3[CH:29]=[CH:28][C:27]([O:30][C:31]4[CH:36]=[CH:35][CH:34]=[CH:33][CH:32]=4)=[CH:26][CH:25]=3)=[C:18]([C:20]([NH2:21])=[O:22])[CH:19]=2)[CH2:9]1. (4) Given the reactants [Cl:1][C:2]1[CH:3]=[C:4]2[C:14](=[CH:15][CH:16]=1)[C:8]1([CH2:13][CH2:12][O:11][CH2:10][CH2:9]1)[C:7]([OH:17])=[C:6]([C:18](=[O:23])[CH2:19][CH2:20][CH:21]=[O:22])[C:5]2=[O:24].[OH:25]OS([O-])=O.[K+], predict the reaction product. The product is: [Cl:1][C:2]1[CH:3]=[C:4]2[C:14](=[CH:15][CH:16]=1)[C:8]1([CH2:13][CH2:12][O:11][CH2:10][CH2:9]1)[C:7]([OH:17])=[C:6]([C:18](=[O:23])[CH2:19][CH2:20][C:21]([OH:25])=[O:22])[C:5]2=[O:24]. (5) Given the reactants I[C:2]1[C:10]2[C:5](=[CH:6][CH:7]=[CH:8][CH:9]=2)[NH:4][C:3]=1[C:11]1[CH:16]=[C:15]([C:17]2[CH:22]=[CH:21][N:20]=[CH:19][CH:18]=2)[N:14]=[N:13][C:12]=1[O:23][CH3:24].[CH2:25]([Sn](CCCC)(CCCC)C=C)[CH2:26]CC.[F-].[K+].CCOC(C)=O, predict the reaction product. The product is: [CH3:24][O:23][C:12]1[N:13]=[N:14][C:15]([C:17]2[CH:22]=[CH:21][N:20]=[CH:19][CH:18]=2)=[CH:16][C:11]=1[C:3]1[NH:4][C:5]2[C:10]([C:2]=1[CH:25]=[CH2:26])=[CH:9][CH:8]=[CH:7][CH:6]=2. (6) Given the reactants [O:1]=[C:2]1[C:11]2[CH:10]=[CH:9][CH:8]=[C:7]([C:12]([OH:14])=O)[C:6]=2[CH:5]=[CH:4][N:3]1[CH:15]([CH2:19][CH2:20][CH3:21])[CH2:16][CH2:17][CH3:18].Cl.[NH2:23][C@@H:24]([CH2:40][C:41]1[CH:46]=[CH:45][CH:44]=[CH:43][CH:42]=1)[C@H:25]([OH:39])[CH2:26][NH:27][CH2:28][C:29]1[CH:34]=[CH:33][CH:32]=[C:31]([C:35]([F:38])([F:37])[F:36])[CH:30]=1.OC1C2N=NNC=2C=CC=1.Cl.CN(C)CCCN=C=NCC.C(N(CC)C(C)C)(C)C, predict the reaction product. The product is: [CH2:40]([C@H:24]([NH:23][C:12]([C:7]1[C:6]2[CH:5]=[CH:4][N:3]([CH:15]([CH2:19][CH2:20][CH3:21])[CH2:16][CH2:17][CH3:18])[C:2](=[O:1])[C:11]=2[CH:10]=[CH:9][CH:8]=1)=[O:14])[C@H:25]([OH:39])[CH2:26][NH:27][CH2:28][C:29]1[CH:34]=[CH:33][CH:32]=[C:31]([C:35]([F:36])([F:37])[F:38])[CH:30]=1)[C:41]1[CH:46]=[CH:45][CH:44]=[CH:43][CH:42]=1. (7) The product is: [CH2:1]([C:3]1[CH:8]=[CH:7][C:6]([O:9][C:28]2[CH:27]=[CH:26][C:25]([N+:30]([O-:32])=[O:31])=[CH:24][C:23]=2[F:22])=[CH:5][C:4]=1[CH:10]1[C:15](=[O:16])[C:14]([CH3:18])([CH3:17])[O:13][C:12]([CH3:20])([CH3:19])[C:11]1=[O:21])[CH3:2]. Given the reactants [CH2:1]([C:3]1[CH:8]=[CH:7][C:6]([OH:9])=[CH:5][C:4]=1[CH:10]1[C:15](=[O:16])[C:14]([CH3:18])([CH3:17])[O:13][C:12]([CH3:20])([CH3:19])[C:11]1=[O:21])[CH3:2].[F:22][C:23]1[CH:24]=[C:25]([N+:30]([O-:32])=[O:31])[CH:26]=[CH:27][C:28]=1F.C(=O)([O-])[O-].[K+].[K+].Cl, predict the reaction product. (8) Given the reactants [Cl:1][C:2]1[CH:7]=[C:6]([Cl:8])[CH:5]=[CH:4][C:3]=1[C:9]1[C:10]2[CH2:22][N:21]([C:23]([O:25][C:26]([CH3:29])([CH3:28])[CH3:27])=[O:24])[CH2:20][CH2:19][C:11]=2[N:12]=[C:13](S(C)(=O)=O)[N:14]=1.[NH2:30][CH2:31][CH2:32][NH:33][C:34]1[CH:39]=[CH:38][C:37]([N+:40]([O-:42])=[O:41])=[CH:36][N:35]=1, predict the reaction product. The product is: [Cl:1][C:2]1[CH:7]=[C:6]([Cl:8])[CH:5]=[CH:4][C:3]=1[C:9]1[C:10]2[CH2:22][N:21]([C:23]([O:25][C:26]([CH3:29])([CH3:28])[CH3:27])=[O:24])[CH2:20][CH2:19][C:11]=2[N:12]=[C:13]([NH:30][CH2:31][CH2:32][NH:33][C:34]2[CH:39]=[CH:38][C:37]([N+:40]([O-:42])=[O:41])=[CH:36][N:35]=2)[N:14]=1. (9) The product is: [CH2:1]([NH:8][C:9]([NH:11][CH2:12][C:13]1[NH:14][C:15](=[O:23])[C:16]2[CH:22]=[CH:21][CH:20]=[N:19][C:17]=2[N:18]=1)=[O:10])[C:2]1[CH:7]=[CH:6][CH:5]=[CH:4][CH:3]=1. Given the reactants [CH2:1]([N:8]=[C:9]=[O:10])[C:2]1[CH:7]=[CH:6][CH:5]=[CH:4][CH:3]=1.[NH2:11][CH2:12][C:13]1[NH:14][C:15](=[O:23])[C:16]2[CH:22]=[CH:21][CH:20]=[N:19][C:17]=2[N:18]=1, predict the reaction product. (10) Given the reactants Cl.[NH:2]1[CH2:5][CH:4]([CH2:6][C:7]2[N:15]3[C:10]([C:11]([NH2:16])=[N:12][CH:13]=[N:14]3)=[C:9]([C:17]3[CH:18]=[CH:19][C:20]4[C:24]([CH:25]=3)=[N:23][N:22]([CH2:26][C:27]3[CH:32]=[CH:31][CH:30]=[CH:29][CH:28]=3)[CH:21]=4)[CH:8]=2)[CH2:3]1.[CH3:33][S:34](Cl)(=[O:36])=[O:35].C(N(CC)C(C)C)(C)C, predict the reaction product. The product is: [CH2:26]([N:22]1[CH:21]=[C:20]2[C:24]([CH:25]=[C:17]([C:9]3[CH:8]=[C:7]([CH2:6][CH:4]4[CH2:5][N:2]([S:34]([CH3:33])(=[O:36])=[O:35])[CH2:3]4)[N:15]4[C:10]=3[C:11]([NH2:16])=[N:12][CH:13]=[N:14]4)[CH:18]=[CH:19]2)=[N:23]1)[C:27]1[CH:32]=[CH:31][CH:30]=[CH:29][CH:28]=1.